Regression/Classification. Given a drug SMILES string, predict its absorption, distribution, metabolism, or excretion properties. Task type varies by dataset: regression for continuous measurements (e.g., permeability, clearance, half-life) or binary classification for categorical outcomes (e.g., BBB penetration, CYP inhibition). Dataset: cyp3a4_veith. From a dataset of CYP3A4 inhibition data for predicting drug metabolism from PubChem BioAssay. (1) The compound is Cc1[nH]c(N)nc(=S)c1CCC(=O)O. The result is 0 (non-inhibitor). (2) The compound is O=c1c2c(-c3cccs3)csc2ncn1-c1ccc(Br)cc1. The result is 0 (non-inhibitor). (3) The molecule is CN(C)c1ccc(-c2nc(N(C)Cc3ccco3)c3ccccc3n2)cc1. The result is 1 (inhibitor).